This data is from Reaction yield outcomes from USPTO patents with 853,638 reactions. The task is: Predict the reaction yield, written as a fraction of the theoretical maximum amount of product (1.0 means a 100% yield; for example, 0.34 means a 34% yield). (1) The reactants are [F:1][C:2]1[CH:3]=[C:4]([CH:8]=[CH:9][CH:10]=1)[C:5](Cl)=O.[NH2:11][C:12]1[CH:28]=[CH:27][C:26]([N:29]2[CH2:35][CH2:34][CH2:33][N:32]([CH:36]([CH3:38])[CH3:37])[CH2:31][CH2:30]2)=[CH:25][C:13]=1[C:14]([NH:16][CH2:17][C:18](=[O:24])[NH:19][C:20]([CH3:23])([CH3:22])[CH3:21])=[O:15].C(N(CC)CC)C.C[Si](Cl)(C)C. The catalyst is C(Cl)Cl. The product is [C:20]([NH:19][C:18](=[O:24])[CH2:17][N:16]1[C:14](=[O:15])[C:13]2[C:12](=[CH:28][CH:27]=[C:26]([N:29]3[CH2:35][CH2:34][CH2:33][N:32]([CH:36]([CH3:38])[CH3:37])[CH2:31][CH2:30]3)[CH:25]=2)[N:11]=[C:5]1[C:4]1[CH:8]=[CH:9][CH:10]=[C:2]([F:1])[CH:3]=1)([CH3:23])([CH3:22])[CH3:21]. The yield is 0.0700. (2) The reactants are Br[C:2]1[CH:22]=[C:21]([CH3:23])[CH:20]=[CH:19][C:3]=1[O:4][C:5]1[C:14]2[C:9](=[CH:10][C:11]([O:17][CH3:18])=[C:12]([O:15][CH3:16])[CH:13]=2)[N:8]=[CH:7][CH:6]=1.C([Li])CCC.CCCCCC.[C:35]([CH2:39][C:40](Cl)=[O:41])([CH3:38])([CH3:37])[CH3:36].O. The catalyst is O1CCCC1. The product is [CH3:16][O:15][C:12]1[CH:13]=[C:14]2[C:9](=[CH:10][C:11]=1[O:17][CH3:18])[N:8]=[CH:7][CH:6]=[C:5]2[O:4][C:3]1[CH:19]=[CH:20][C:21]([CH3:23])=[CH:22][C:2]=1[C:40](=[O:41])[CH2:39][C:35]([CH3:38])([CH3:37])[CH3:36]. The yield is 0.140.